Dataset: Forward reaction prediction with 1.9M reactions from USPTO patents (1976-2016). Task: Predict the product of the given reaction. Given the reactants [C:1]([O:5][C:6](=[O:28])[NH:7][C@H:8]([C:16](=[O:27])[NH:17][C@H:18]1[CH2:24][CH2:23][C@@H:22]([CH3:25])[NH:21][CH2:20][C@@H:19]1[OH:26])[CH2:9][CH:10]1[CH2:15][CH2:14][CH2:13][CH2:12][CH2:11]1)([CH3:4])([CH3:3])[CH3:2].[CH:29](=O)[CH2:30][CH3:31].[BH4-].[Na+], predict the reaction product. The product is: [C:1]([O:5][C:6](=[O:28])[NH:7][C@H:8]([C:16](=[O:27])[NH:17][C@H:18]1[CH2:24][CH2:23][C@@H:22]([CH3:25])[N:21]([CH2:29][CH2:30][CH3:31])[CH2:20][C@@H:19]1[OH:26])[CH2:9][CH:10]1[CH2:11][CH2:12][CH2:13][CH2:14][CH2:15]1)([CH3:2])([CH3:3])[CH3:4].